This data is from Rat liver microsome stability data. The task is: Regression/Classification. Given a drug SMILES string, predict its absorption, distribution, metabolism, or excretion properties. Task type varies by dataset: regression for continuous measurements (e.g., permeability, clearance, half-life) or binary classification for categorical outcomes (e.g., BBB penetration, CYP inhibition). Dataset: rlm. (1) The compound is Cc1nc2sccn2c(=O)c1S(=O)(=O)Nc1ccc(N2CCN(C)CC2)cc1. The result is 1 (stable in rat liver microsomes). (2) The result is 1 (stable in rat liver microsomes). The drug is N=c1c(C(=O)N2CCC(c3ccccc3)CC2)cc2c(=O)n3ccccc3nc2n1Cc1ccccc1. (3) The molecule is C[C@@H](c1ccc(-c2ccc(F)cc2)cc1)N1CC[C@](CCCO)(c2cccc(F)c2)OC1=O. The result is 0 (unstable in rat liver microsomes).